This data is from Full USPTO retrosynthesis dataset with 1.9M reactions from patents (1976-2016). The task is: Predict the reactants needed to synthesize the given product. (1) Given the product [CH:3]1[CH:4]=[CH:5][CH:6]=[C:1]2[NH:7][C:10]3[C:9](=[CH:14][C:13]4[NH:7][C:1]5[C:6]([C:12]=4[CH:11]=3)=[CH:5][CH:4]=[CH:3][CH:2]=5)[C:2]=12, predict the reactants needed to synthesize it. The reactants are: [C:1]1([NH:7]N)[CH:6]=[CH:5][CH:4]=[CH:3][CH:2]=1.[C:9]1(=O)[CH2:14][CH2:13][C:12](=O)[CH2:11][CH2:10]1. (2) Given the product [F:14][C:13]([F:15])([F:16])[C:8]1[CH:9]=[CH:10][CH:11]=[CH:12][C:7]=1[CH:4]1[CH2:5][CH2:6][CH:3]1[NH2:2], predict the reactants needed to synthesize it. The reactants are: O[N:2]=[C:3]1[CH2:6][CH2:5][CH:4]1[C:7]1[CH:12]=[CH:11][CH:10]=[CH:9][C:8]=1[C:13]([F:16])([F:15])[F:14].[H][H]. (3) Given the product [O:12]1[C:17]2[CH:18]=[CH:19][C:20]([C:22]3[NH:26][N:25]=[C:24]([C:27]([N:6]4[CH:7]5[CH2:10][CH2:11][N:3]([CH2:9][CH2:8]5)[CH2:4][CH2:5]4)=[O:28])[CH:23]=3)=[CH:21][C:16]=2[O:15][CH2:14][CH2:13]1, predict the reactants needed to synthesize it. The reactants are: Cl.Cl.[N:3]12[CH2:11][CH2:10][CH:7]([CH2:8][CH2:9]1)[NH:6][CH2:5][CH2:4]2.[O:12]1[C:17]2[CH:18]=[CH:19][C:20]([C:22]3[NH:26][N:25]=[C:24]([C:27](O)=[O:28])[CH:23]=3)=[CH:21][C:16]=2[O:15][CH2:14][CH2:13]1. (4) Given the product [BrH:8].[CH:1]([NH:4][C:5]1[S:6][CH:9]=[C:10]([C:11]([OH:13])=[O:12])[N:7]=1)([CH3:3])[CH3:2], predict the reactants needed to synthesize it. The reactants are: [CH:1]([NH:4][C:5]([NH2:7])=[S:6])([CH3:3])[CH3:2].[Br:8][CH2:9][C:10](=O)[C:11]([OH:13])=[O:12].